Task: Predict the product of the given reaction.. Dataset: Forward reaction prediction with 1.9M reactions from USPTO patents (1976-2016) (1) Given the reactants C[O:2][C:3]([C:5]1[C:6]2[CH:7]=[CH:8][CH:9]=[N:10][C:11]=2[C:12]([O:27][CH:28]([C:35]2[CH:40]=[CH:39][CH:38]=[CH:37][CH:36]=2)[C:29]2[CH:34]=[CH:33][CH:32]=[CH:31][CH:30]=2)=[C:13]2[C:17](=[O:18])[N:16]([CH2:19][C:20]3[CH:25]=[CH:24][C:23]([F:26])=[CH:22][CH:21]=3)[CH2:15][C:14]=12)=[O:4].O.[Li+].[OH-], predict the reaction product. The product is: [CH:28]([O:27][C:12]1[C:11]2[N:10]=[CH:9][CH:8]=[CH:7][C:6]=2[C:5]([C:3]([OH:4])=[O:2])=[C:14]2[CH2:15][N:16]([CH2:19][C:20]3[CH:25]=[CH:24][C:23]([F:26])=[CH:22][CH:21]=3)[C:17](=[O:18])[C:13]=12)([C:35]1[CH:36]=[CH:37][CH:38]=[CH:39][CH:40]=1)[C:29]1[CH:34]=[CH:33][CH:32]=[CH:31][CH:30]=1. (2) Given the reactants C([O:8][C:9]1[CH:14]=[CH:13][C:12]([C:15]2[C:16](=[O:21])[NH:17][CH:18]=[N:19][CH:20]=2)=[CH:11][C:10]=1[F:22])C1C=CC=CC=1, predict the reaction product. The product is: [F:22][C:10]1[CH:11]=[C:12]([C:15]2[C:16](=[O:21])[NH:17][CH:18]=[N:19][CH:20]=2)[CH:13]=[CH:14][C:9]=1[OH:8]. (3) Given the reactants I[C:2]1[C:10]2[C:5](=[CH:6][CH:7]=[CH:8][CH:9]=2)[N:4]([CH2:11][C:12]2[O:13][CH:14]=[N:15][N:16]=2)[N:3]=1.[CH2:17]([O:24][C:25]1[CH:26]=[C:27](B(O)O)[CH:28]=[CH:29][CH:30]=1)[C:18]1[CH:23]=[CH:22][CH:21]=[CH:20][CH:19]=1.O1CCOCC1.C(=O)([O-])[O-].[Na+].[Na+], predict the reaction product. The product is: [CH2:17]([O:24][C:25]1[CH:30]=[C:29]([C:2]2[C:10]3[C:5](=[CH:6][CH:7]=[CH:8][CH:9]=3)[N:4]([CH2:11][C:12]3[O:13][CH:14]=[N:15][N:16]=3)[N:3]=2)[CH:28]=[CH:27][CH:26]=1)[C:18]1[CH:23]=[CH:22][CH:21]=[CH:20][CH:19]=1. (4) Given the reactants [Cl:1][C:2]1[CH:7]=[C:6]([CH2:8][OH:9])[C:5]([C:10]2[CH:15]=[CH:14][CH:13]=[C:12]([F:16])[CH:11]=2)=[C:4]([N+:17]([O-])=O)[C:3]=1[CH:20]=[O:21].C(O)(=O)C.Cl, predict the reaction product. The product is: [Cl:1][C:2]1[C:3]2=[CH:20][O:21][N:17]=[C:4]2[C:5]([C:10]2[CH:15]=[CH:14][CH:13]=[C:12]([F:16])[CH:11]=2)=[C:6]([CH2:8][OH:9])[CH:7]=1. (5) Given the reactants [CH3:1][O:2][C:3]1[C:4]([N+]([O-])=O)=[CH:5][C:6]([CH3:10])=[N+:7]([O-:9])[CH:8]=1.C([Br:17])(=O)C, predict the reaction product. The product is: [Br:17][C:4]1[C:3]([O:2][CH3:1])=[CH:8][N+:7]([O-:9])=[C:6]([CH3:10])[CH:5]=1. (6) Given the reactants [Cl:1][C:2]1[CH:9]=[C:8](I)[CH:7]=[C:6]([F:11])[C:3]=1[C:4]#[N:5].C1COCC1.[O:17]1[CH2:22][CH2:21][CH2:20][CH2:19][CH:18]1[N:23]1[C:27](B2OC(C)(C)C(C)(C)O2)=[CH:26][CH:25]=[N:24]1.C(=O)([O-])[O-].[Na+].[Na+], predict the reaction product. The product is: [Cl:1][C:2]1[CH:9]=[C:8]([C:27]2[N:23]([CH:18]3[CH2:19][CH2:20][CH2:21][CH2:22][O:17]3)[N:24]=[CH:25][CH:26]=2)[CH:7]=[C:6]([F:11])[C:3]=1[C:4]#[N:5]. (7) Given the reactants [OH-].[Na+].CO.[NH2:5][C:6]1[N:11]=[C:10]([C:12]2[S:16][C:15]3[CH:17]=[CH:18][C:19]([S:21][C:22]4[CH:23]=[C:24]([CH:29]=[CH:30][CH:31]=4)[C:25]([O:27]C)=[O:26])=[CH:20][C:14]=3[C:13]=2[CH3:32])[CH:9]=[CH:8][N:7]=1.C(O)(=O)CC(CC(O)=O)(C(O)=O)O, predict the reaction product. The product is: [NH2:5][C:6]1[N:11]=[C:10]([C:12]2[S:16][C:15]3[CH:17]=[CH:18][C:19]([S:21][C:22]4[CH:23]=[C:24]([CH:29]=[CH:30][CH:31]=4)[C:25]([OH:27])=[O:26])=[CH:20][C:14]=3[C:13]=2[CH3:32])[CH:9]=[CH:8][N:7]=1. (8) Given the reactants [CH2:1]([N:8]1[CH2:13][CH2:12][N:11]([C:14]2[C:23]3[C:18](=[CH:19][CH:20]=[C:21](Cl)[CH:22]=3)[CH:17]=[CH:16][N:15]=2)[CH2:10][CH2:9]1)[C:2]1[CH:7]=[CH:6][CH:5]=[CH:4][CH:3]=1.C(P(C(C)(C)C)C1C=CC=CC=1C1C=CC=CC=1)(C)(C)C.CC(C)([O-])C.[Na+].[CH3:52][NH:53][CH3:54].O1CCCC1, predict the reaction product. The product is: [CH2:1]([N:8]1[CH2:13][CH2:12][N:11]([C:14]2[C:23]3[C:18](=[CH:19][CH:20]=[C:21]([N:53]([CH3:54])[CH3:52])[CH:22]=3)[CH:17]=[CH:16][N:15]=2)[CH2:10][CH2:9]1)[C:2]1[CH:7]=[CH:6][CH:5]=[CH:4][CH:3]=1.